Dataset: Catalyst prediction with 721,799 reactions and 888 catalyst types from USPTO. Task: Predict which catalyst facilitates the given reaction. (1) Reactant: [H-].[Al+3].[Li+].[H-].[H-].[H-].[Cl:7][C:8]1[C:12]([CH3:13])=[CH:11][S:10][C:9]=1[C:14](OC)=[O:15].Cl. Product: [Cl:7][C:8]1[C:12]([CH3:13])=[CH:11][S:10][C:9]=1[CH2:14][OH:15]. The catalyst class is: 1. (2) Reactant: [Cl:1]C(OC(Cl)C)=O.C([N:21]1[CH2:24][CH:23]([O:25][CH2:26][CH2:27][CH2:28][O:29][CH3:30])[CH2:22]1)(C1C=CC=CC=1)C1C=CC=CC=1.CO. Product: [ClH:1].[CH3:30][O:29][CH2:28][CH2:27][CH2:26][O:25][CH:23]1[CH2:24][NH:21][CH2:22]1. The catalyst class is: 26. (3) The catalyst class is: 9. Reactant: [CH3:1][CH:2]([CH3:16])[CH2:3][CH2:4][O:5][C:6]1[CH:11]=[CH:10][C:9]([S:12]([O-])(=[O:14])=[O:13])=[CH:8][CH:7]=1.[Na+].S(Cl)([Cl:20])=O. Product: [CH3:1][CH:2]([CH3:16])[CH2:3][CH2:4][O:5][C:6]1[CH:11]=[CH:10][C:9]([S:12]([Cl:20])(=[O:14])=[O:13])=[CH:8][CH:7]=1. (4) Reactant: [CH3:1][C:2]1[CH:3]=[C:4]([CH:18]=[CH:19][C:20]=1[CH3:21])[C:5]([C:7]1[C:16](=[O:17])[C:15]2[C:10](=[CH:11][CH:12]=[CH:13][CH:14]=2)[NH:9][CH:8]=1)=[O:6].[H-].[Na+].[Br:24][C:25]1[CH:30]=[CH:29][CH:28]=[C:27]([CH:31](Br)[CH3:32])[N:26]=1. Product: [Br:24][C:25]1[N:26]=[C:27]([CH:31]([N:9]2[C:10]3[C:15](=[CH:14][CH:13]=[CH:12][CH:11]=3)[C:16](=[O:17])[C:7]([C:5](=[O:6])[C:4]3[CH:18]=[CH:19][C:20]([CH3:21])=[C:2]([CH3:1])[CH:3]=3)=[CH:8]2)[CH3:32])[CH:28]=[CH:29][CH:30]=1. The catalyst class is: 9. (5) The catalyst class is: 238. Reactant: Br[C:2]1[C:3]([O:12][CH3:13])=[CH:4][C:5]([O:10][CH3:11])=[C:6]([CH:9]=1)[CH:7]=[O:8].[S:14]1[CH:18]=[CH:17][CH:16]=[C:15]1B(O)O.C1COCC1.[F-].[K+]. Product: [CH3:11][O:10][C:5]1[CH:4]=[C:3]([O:12][CH3:13])[C:2]([C:15]2[S:14][CH:18]=[CH:17][CH:16]=2)=[CH:9][C:6]=1[CH:7]=[O:8]. (6) Reactant: [N:1]1[C:10]2[C:5](=[CH:6][CH:7]=[CH:8][N:9]=2)[C:4]([CH:11]=[O:12])=[CH:3][CH:2]=1.[CH3:13][Mg]Br.[Cl-].[NH4+]. Product: [N:1]1[C:10]2[C:5](=[CH:6][CH:7]=[CH:8][N:9]=2)[C:4]([CH:11]([OH:12])[CH3:13])=[CH:3][CH:2]=1. The catalyst class is: 247. (7) Reactant: [C:1]([O:5][C:6](=[O:22])[NH:7][C:8]1[CH:9]=[N:10][C:11]([Cl:21])=[CH:12][C:13]=1[C:14]1[C:15]([CH3:20])=[N:16][CH:17]=[CH:18][CH:19]=1)([CH3:4])([CH3:3])[CH3:2].[H-].[Na+].[CH3:25]I. Product: [C:1]([O:5][C:6](=[O:22])[N:7]([C:8]1[CH:9]=[N:10][C:11]([Cl:21])=[CH:12][C:13]=1[C:14]1[C:15]([CH3:20])=[N:16][CH:17]=[CH:18][CH:19]=1)[CH3:25])([CH3:4])([CH3:2])[CH3:3]. The catalyst class is: 3.